From a dataset of Reaction yield outcomes from USPTO patents with 853,638 reactions. Predict the reaction yield, written as a fraction of the theoretical maximum amount of product (1.0 means a 100% yield; for example, 0.34 means a 34% yield). (1) The reactants are [Mg].Br[CH2:3][CH2:4]Br.[CH3:6][C:7]1[CH:12]=[CH:11][C:10](C)=[CH:9][C:8]=1[C:14]1[CH:19]=[CH:18][CH:17]=[C:16](C)[CH:15]=1.[C:21]([P:25]([C:27]([CH3:30])([CH3:29])[CH3:28])Cl)([CH3:24])([CH3:23])[CH3:22].[CH2:31]1[CH2:35]OC[CH2:32]1. The catalyst is [Cu]Cl. The product is [C:21]([P:25]([C:27]([CH3:30])([CH3:29])[CH3:28])[C:19]1[CH:18]=[CH:17][CH:16]=[CH:15][C:14]=1[C:8]1[C:7]([C:6]2[CH:4]=[CH:3][CH:35]=[CH:31][CH:32]=2)=[CH:12][CH:11]=[CH:10][CH:9]=1)([CH3:24])([CH3:23])[CH3:22]. The yield is 0.260. (2) The product is [CH2:1]([O:8][C:9]([NH:11][C:12]1[C:13]([C:23]([O:25][CH2:26][CH3:27])=[O:24])=[N:14][C:15]2[C:20]([CH:21]=1)=[CH:19][N:18]=[C:17]([CH:28]=[CH2:29])[CH:16]=2)=[O:10])[C:2]1[CH:7]=[CH:6][CH:5]=[CH:4][CH:3]=1. The catalyst is O1CCOCC1.O.C1C=CC([P]([Pd]([P](C2C=CC=CC=2)(C2C=CC=CC=2)C2C=CC=CC=2)([P](C2C=CC=CC=2)(C2C=CC=CC=2)C2C=CC=CC=2)[P](C2C=CC=CC=2)(C2C=CC=CC=2)C2C=CC=CC=2)(C2C=CC=CC=2)C2C=CC=CC=2)=CC=1. The yield is 0.500. The reactants are [CH2:1]([O:8][C:9]([NH:11][C:12]1[C:13]([C:23]([O:25][CH2:26][CH3:27])=[O:24])=[N:14][C:15]2[C:20]([CH:21]=1)=[CH:19][N:18]=[C:17](Br)[CH:16]=2)=[O:10])[C:2]1[CH:7]=[CH:6][CH:5]=[CH:4][CH:3]=1.[CH3:28][C:29]1(C)C(C)(C)OB(C=C)O1.C(=O)([O-])[O-].[K+].[K+]. (3) The product is [C:20]([C:17]([C:13]1[CH:12]=[C:11]([CH:16]=[CH:15][CH:14]=1)[C:10]([NH:9][C:4]1[CH:5]=[CH:6][C:7]([CH3:8])=[C:2]([NH:1][C:35]([C:30]2[CH:31]=[C:32]3[C:27](=[CH:28][CH:29]=2)[N:26]=[CH:25][N:24]([CH3:23])[C:33]3=[O:34])=[O:36])[CH:3]=1)=[O:22])([CH3:19])[CH3:18])#[N:21]. The reactants are [NH2:1][C:2]1[CH:3]=[C:4]([NH:9][C:10](=[O:22])[C:11]2[CH:16]=[CH:15][CH:14]=[C:13]([C:17]([C:20]#[N:21])([CH3:19])[CH3:18])[CH:12]=2)[CH:5]=[CH:6][C:7]=1[CH3:8].[CH3:23][N:24]1[C:33](=[O:34])[C:32]2[C:27](=[CH:28][CH:29]=[C:30]([C:35](O)=[O:36])[CH:31]=2)[N:26]=[CH:25]1.C(N(C(C)C)CC)(C)C.CN(C(ON1N=NC2C=CC=NC1=2)=[N+](C)C)C.F[P-](F)(F)(F)(F)F. The yield is 0.770. The catalyst is CN(C=O)C. (4) The reactants are [CH3:1][O:2][C:3]1[CH:12]=[CH:11][CH:10]=[C:9]2[C:4]=1[CH:5]=[CH:6][C:7]([NH:13][C:14]1[C:22]3[C:17](=[CH:18][N:19]=[CH:20][CH:21]=3)[O:16][CH:15]=1)=[CH:8]2.[Li]CCCC.[CH2:28]1[O:30][CH2:29]1. The catalyst is C1COCC1. The product is [O:16]1[C:17]2=[CH:18][N:19]=[CH:20][CH:21]=[C:22]2[C:14]([N:13]([C:7]2[CH:6]=[CH:5][C:4]3[C:9](=[CH:10][CH:11]=[CH:12][C:3]=3[O:2][CH3:1])[CH:8]=2)[CH2:28][CH2:29][OH:30])=[CH:15]1. The yield is 0.490. (5) The reactants are Br[C:2]1[N:6]([CH3:7])[CH:5]=[N:4][C:3]=1[C:8]1[CH:13]=[C:12]([C:14]#[N:15])[CH:11]=[CH:10][N:9]=1.B(O)(O)[C:17]1[CH:18]=[CH:19][C:20]([CH3:23])=[CH:21][CH:22]=1. No catalyst specified. The product is [CH3:7][N:6]1[C:2]([C:17]2[CH:22]=[CH:21][C:20]([CH3:23])=[CH:19][CH:18]=2)=[C:3]([C:8]2[CH:13]=[C:12]([C:14]#[N:15])[CH:11]=[CH:10][N:9]=2)[N:4]=[CH:5]1. The yield is 0.540. (6) The reactants are [CH3:1][C:2]1[CH:13]=[C:12]2[C:5]([NH:6][CH:7]=[C:8]2[CH2:9][CH2:10][NH2:11])=[CH:4][CH:3]=1.C(=O)(O)[O-].[Na+].[N+:19]([C:22]1[CH:27]=[C:26]([N+:28]([O-:30])=[O:29])[CH:25]=[CH:24][C:23]=1F)([O-:21])=[O:20]. The catalyst is O.C(O)C. The product is [N+:19]([C:22]1[CH:27]=[C:26]([N+:28]([O-:30])=[O:29])[CH:25]=[CH:24][C:23]=1[NH:11][CH2:10][CH2:9][C:8]1[C:12]2[C:5](=[CH:4][CH:3]=[C:2]([CH3:1])[CH:13]=2)[NH:6][CH:7]=1)([O-:21])=[O:20]. The yield is 0.850.